Predict which catalyst facilitates the given reaction. From a dataset of Catalyst prediction with 721,799 reactions and 888 catalyst types from USPTO. (1) Reactant: [BH3-]C#N.[Na+].[Cl:5][C:6]1[CH:33]=[CH:32][C:9]([C:10]([C:12]2[CH:13]=[CH:14][C:15]3[N:21]([CH3:22])[C:20](=[O:23])[CH2:19][N:18]=[C:17]([C:24]4[CH:29]=[CH:28][CH:27]=[C:26]([Cl:30])[CH:25]=4)[C:16]=3[CH:31]=2)=[O:11])=[CH:8][CH:7]=1.[NH4+].[OH-]. Product: [Cl:5][C:6]1[CH:7]=[CH:8][C:9]([C:10]([C:12]2[CH:13]=[CH:14][C:15]3[N:21]([CH3:22])[C:20](=[O:23])[CH2:19][NH:18][CH:17]([C:24]4[CH:29]=[CH:28][CH:27]=[C:26]([Cl:30])[CH:25]=4)[C:16]=3[CH:31]=2)=[O:11])=[CH:32][CH:33]=1. The catalyst class is: 404. (2) Reactant: [OH:1][C@H:2]1[CH2:6][NH:5][C@@H:4]([C:7]([N:9]([CH3:31])[CH2:10][C:11]2[CH:16]=[C:15]([S:17](=[O:20])(=[O:19])[NH2:18])[CH:14]=[CH:13][C:12]=2[O:21][C:22]2[CH:27]=[CH:26][C:25]([S:28][CH3:29])=[C:24]([CH3:30])[CH:23]=2)=O)[CH2:3]1.Cl.C([O-])([O-])=O.[K+].[K+]. Product: [OH:1][C@H:2]1[CH2:6][NH:5][C@@H:4]([CH2:7][N:9]([CH2:10][C:11]2[CH:16]=[C:15]([S:17]([NH2:18])(=[O:19])=[O:20])[CH:14]=[CH:13][C:12]=2[O:21][C:22]2[CH:27]=[CH:26][C:25]([S:28][CH3:29])=[C:24]([CH3:30])[CH:23]=2)[CH3:31])[CH2:3]1. The catalyst class is: 20. (3) Reactant: [Mn]([O-])(=O)(=O)=O.[K+].[O:7]1[C:12]2[CH:13]=[CH:14][C:15]([CH:17]=[O:18])=[CH:16][C:11]=2[O:10][CH2:9][CH2:8]1.[OH-:19].[K+]. Product: [CH2:8]1[O:7][C:12]2[CH:13]=[CH:14][C:15]([C:17]([OH:19])=[O:18])=[CH:16][C:11]=2[O:10][CH2:9]1. The catalyst class is: 6.